This data is from Full USPTO retrosynthesis dataset with 1.9M reactions from patents (1976-2016). The task is: Predict the reactants needed to synthesize the given product. (1) Given the product [CH3:29][C:28]1[NH:27][N:26]=[C:14]2[C:15]3[CH:16]=[C:17]([N:21]4[CH2:22][CH2:23][CH2:24][CH2:25]4)[CH:18]=[CH:19][C:20]=3[N:11]([CH2:10][CH2:9][CH2:8][NH2:7])[C:12](=[CH2:39])[C:13]=12, predict the reactants needed to synthesize it. The reactants are: C(OC(=O)[NH:7][CH2:8][CH2:9][CH2:10][N:11]1[C:20]2[CH:19]=[CH:18][C:17]([N:21]3[CH2:25][CH2:24][CH2:23][CH2:22]3)=[CH:16][C:15]=2[C:14]2=[N:26][N:27](C3CCCCO3)[C:28]([CH3:29])=[C:13]2[C:12]1=O)(C)(C)C.O.[C:39](O)(C(F)(F)F)=O. (2) Given the product [NH2:27][C:26]1[CH:28]=[CH:29][C:23]([C:16]2[CH:17]=[CH:18][C:12]3[O:11][CH2:10][CH2:9][N:8]([C:6]([O:5][C:2]([CH3:4])([CH3:3])[CH3:1])=[O:7])[CH2:14][C:13]=3[CH:15]=2)=[CH:24][C:25]=1[N+:30]([O-:32])=[O:31], predict the reactants needed to synthesize it. The reactants are: [CH3:1][C:2]([O:5][C:6]([N:8]1[CH2:14][C:13]2[CH:15]=[C:16](B(O)O)[CH:17]=[CH:18][C:12]=2[O:11][CH2:10][CH2:9]1)=[O:7])([CH3:4])[CH3:3].Br[C:23]1[CH:29]=[CH:28][C:26]([NH2:27])=[C:25]([N+:30]([O-:32])=[O:31])[CH:24]=1.C(=O)([O-])[O-].[Cs+].[Cs+]. (3) Given the product [C:1]([O:4][CH2:5][C:6]([CH3:36])([CH3:35])[CH2:7][N:8]1[C:14]2[CH:15]=[CH:16][C:17]([Cl:19])=[CH:18][C:13]=2[C@@H:12]([C:20]2[CH:25]=[CH:24][CH:23]=[C:22]([O:26][CH3:27])[C:21]=2[O:28][CH3:29])[O:11][C@H:10]([CH2:30][C:31]([NH2:39])=[O:33])[C:9]1=[O:34])(=[O:3])[CH3:2], predict the reactants needed to synthesize it. The reactants are: [C:1]([O:4][CH2:5][C:6]([CH3:36])([CH3:35])[CH2:7][N:8]1[C:14]2[CH:15]=[CH:16][C:17]([Cl:19])=[CH:18][C:13]=2[C@@H:12]([C:20]2[CH:25]=[CH:24][CH:23]=[C:22]([O:26][CH3:27])[C:21]=2[O:28][CH3:29])[O:11][C@H:10]([CH2:30][C:31]([OH:33])=O)[C:9]1=[O:34])(=[O:3])[CH3:2].[NH4+].O[N:39]1C2C=CC=CC=2N=N1.Cl.C(N=C=NCCCN(C)C)C.O. (4) Given the product [ClH:1].[C:14]1([C@H:13]2[C@@H:12]([C:20]3[CH:21]=[CH:22][CH:23]=[CH:24][CH:25]=3)[NH:11][C:10]([NH:26][CH2:27][C:28]3[CH:33]=[C:32]([F:34])[C:31]([F:35])=[C:30]([F:36])[CH:29]=3)=[N:9]2)[CH:19]=[CH:18][CH:17]=[CH:16][CH:15]=1, predict the reactants needed to synthesize it. The reactants are: [ClH:1].C(OC([N:9]1[C@H:13]([C:14]2[CH:19]=[CH:18][CH:17]=[CH:16][CH:15]=2)[C@H:12]([C:20]2[CH:25]=[CH:24][CH:23]=[CH:22][CH:21]=2)[N:11]=[C:10]1[NH:26][CH2:27][C:28]1[CH:33]=[C:32]([F:34])[C:31]([F:35])=[C:30]([F:36])[CH:29]=1)=O)(C)(C)C. (5) Given the product [Cl:12][C:13]1[CH:18]=[CH:17][N:16]2[C:2]([C:5]([O:7][CH2:8][CH3:9])=[O:6])=[CH:3][N:19]=[C:15]2[CH:14]=1, predict the reactants needed to synthesize it. The reactants are: Cl[C:2]([C:5]([O:7][CH2:8][CH3:9])=[O:6])=[CH:3][O-].[K+].Cl.[Cl:12][C:13]1[CH:18]=[CH:17][N:16]=[C:15]([NH2:19])[CH:14]=1.C(=O)([O-])[O-].[Na+].[Na+]. (6) Given the product [N:21]1[CH:22]=[CH:23][CH:24]=[N:25][C:11]=1[S:15]([NH2:18])(=[O:16])=[O:17], predict the reactants needed to synthesize it. The reactants are: C(C1OC(C2C=[C:11]([S:15]([NH2:18])(=[O:17])=[O:16])C=CC=2)=CC=1)(=O)C.ClC1[N:25]=[CH:24][CH:23]=[CH:22][N:21]=1.C(=O)([O-])[O-].[K+].[K+]. (7) Given the product [ClH:1].[Cl:1][C:2]1[C:3]2[C:7]([CH:8]=[CH:9][C:10]=1[F:11])=[N:6][N:5]1[C:12]([CH:17]3[CH2:22][CH2:21][NH:20][CH2:19][CH2:18]3)=[CH:13][C:14](=[O:16])[NH:15][C:4]=21, predict the reactants needed to synthesize it. The reactants are: [Cl:1][C:2]1[C:3]2[C:7]([CH:8]=[CH:9][C:10]=1[F:11])=[N:6][N:5]1[C:12]([CH:17]3[CH2:22][CH2:21][N:20](C(OC(C)(C)C)=O)[CH2:19][CH2:18]3)=[CH:13][C:14](=[O:16])[NH:15][C:4]=21.Cl.